From a dataset of HIV replication inhibition screening data with 41,000+ compounds from the AIDS Antiviral Screen. Binary Classification. Given a drug SMILES string, predict its activity (active/inactive) in a high-throughput screening assay against a specified biological target. (1) The molecule is COc1ccc(S(=O)(=O)Nc2ccccc2C(=O)O)cc1. The result is 0 (inactive). (2) The molecule is C=CC(C)(C)c1c(OC(C)=O)cc2oc3c(OC(C)=O)c(OC(C)=O)cc(CC=C(C)C)c3c(=O)c2c1O. The result is 0 (inactive).